From a dataset of Catalyst prediction with 721,799 reactions and 888 catalyst types from USPTO. Predict which catalyst facilitates the given reaction. (1) The catalyst class is: 5. Product: [F:1][C:2]1[CH:3]=[CH:4][C:5]([CH2:6][N:7]2[C:12](=[O:13])[CH:11]=[CH:10][C:9]([CH2:14][C:15]3[C:23]4[C:18](=[CH:19][CH:20]=[CH:21][CH:22]=4)[N:17]([CH2:24][C:25]([OH:27])=[O:26])[C:16]=3[CH3:36])=[N:8]2)=[CH:37][CH:38]=1. Reactant: [F:1][C:2]1[CH:38]=[CH:37][C:5]([CH2:6][N:7]2[C:12](=[O:13])[CH:11]=[CH:10][C:9]([CH2:14][C:15]3[C:23]4[C:18](=[CH:19][CH:20]=[CH:21][CH:22]=4)[N:17]([CH2:24][C:25]([O:27]CC4C=CC(F)=CC=4)=[O:26])[C:16]=3[CH3:36])=[N:8]2)=[CH:4][CH:3]=1.[OH-].[Na+].Cl. (2) Reactant: [CH3:1][O:2][C:3]1[CH:8]=[CH:7][CH:6]=[CH:5][C:4]=1[C:9]1[CH:10]=[C:11]([OH:18])[CH:12]=[C:13]2[O:17][CH2:16][O:15][C:14]=12.N1C=CC=CC=1.[S:25](O[S:25]([C:28]([F:31])([F:30])[F:29])(=[O:27])=[O:26])([C:28]([F:31])([F:30])[F:29])(=[O:27])=[O:26]. Product: [F:29][C:28]([F:31])([F:30])[S:25]([O:18][C:11]1[CH:12]=[C:13]2[O:17][CH2:16][O:15][C:14]2=[C:9]([C:4]2[CH:5]=[CH:6][CH:7]=[CH:8][C:3]=2[O:2][CH3:1])[CH:10]=1)(=[O:27])=[O:26]. The catalyst class is: 2.